Dataset: NCI-60 drug combinations with 297,098 pairs across 59 cell lines. Task: Regression. Given two drug SMILES strings and cell line genomic features, predict the synergy score measuring deviation from expected non-interaction effect. Drug 1: CC1C(C(=O)NC(C(=O)N2CCCC2C(=O)N(CC(=O)N(C(C(=O)O1)C(C)C)C)C)C(C)C)NC(=O)C3=C4C(=C(C=C3)C)OC5=C(C(=O)C(=C(C5=N4)C(=O)NC6C(OC(=O)C(N(C(=O)CN(C(=O)C7CCCN7C(=O)C(NC6=O)C(C)C)C)C)C(C)C)C)N)C. Drug 2: C1CCC(C(C1)N)N.C(=O)(C(=O)[O-])[O-].[Pt+4]. Cell line: COLO 205. Synergy scores: CSS=43.8, Synergy_ZIP=8.14, Synergy_Bliss=10.6, Synergy_Loewe=10.8, Synergy_HSA=12.3.